From a dataset of Forward reaction prediction with 1.9M reactions from USPTO patents (1976-2016). Predict the product of the given reaction. (1) The product is: [CH3:1][O:2][C:3](=[O:37])[NH:4][CH:5]1[CH2:14][C:13]2[C:8](=[CH:9][CH:10]=[CH:11][CH:12]=2)[N:7]([C:15](=[O:36])[CH2:16][C:17]([CH3:35])([CH3:34])[CH2:18][C@H:19]([NH:26][C:27]([O:29][C:30]([CH3:31])([CH3:33])[CH3:32])=[O:28])[C@@H:20]([OH:25])[CH2:21][NH2:22])[CH2:6]1. Given the reactants [CH3:1][O:2][C:3](=[O:37])[NH:4][CH:5]1[CH2:14][C:13]2[C:8](=[CH:9][CH:10]=[CH:11][CH:12]=2)[N:7]([C:15](=[O:36])[CH2:16][C:17]([CH3:35])([CH3:34])[CH2:18][C@H:19]([NH:26][C:27]([O:29][C:30]([CH3:33])([CH3:32])[CH3:31])=[O:28])[C@@H:20]([OH:25])[CH2:21][N:22]=[N+]=[N-])[CH2:6]1, predict the reaction product. (2) Given the reactants Br[C:2]1[CH:11]=[C:10]2[C:5]([CH2:6][CH2:7][C:8](=[O:13])[N:9]2[CH3:12])=[N:4][C:3]=1[O:14][CH3:15].[CH2:16]([Sn](CCCC)(CCCC)C=C)[CH2:17]CC, predict the reaction product. The product is: [CH3:15][O:14][C:3]1[N:4]=[C:5]2[C:10](=[CH:11][C:2]=1[CH:16]=[CH2:17])[N:9]([CH3:12])[C:8](=[O:13])[CH2:7][CH2:6]2.